Dataset: Full USPTO retrosynthesis dataset with 1.9M reactions from patents (1976-2016). Task: Predict the reactants needed to synthesize the given product. (1) Given the product [S:22]1[C:26]2[CH:27]=[CH:28][CH:29]=[CH:30][C:25]=2[C:24]([C:2]2[S:3][CH:4]=[C:5]([C:7]3[CH:12]=[CH:11][C:10]([NH:13][S:14]([C:17]([F:20])([F:19])[F:18])(=[O:16])=[O:15])=[CH:9][C:8]=3[Cl:21])[N:6]=2)=[CH:23]1, predict the reactants needed to synthesize it. The reactants are: Br[C:2]1[S:3][CH:4]=[C:5]([C:7]2[CH:12]=[CH:11][C:10]([NH:13][S:14]([C:17]([F:20])([F:19])[F:18])(=[O:16])=[O:15])=[CH:9][C:8]=2[Cl:21])[N:6]=1.[S:22]1[C:26]2[CH:27]=[CH:28][CH:29]=[CH:30][C:25]=2[C:24](B(O)O)=[CH:23]1.C(=O)([O-])[O-].[Na+].[Na+].CN(C)C=O. (2) Given the product [CH:14]1([CH2:17][N:18]([CH3:19])[C:7]2[C:8]([C:24]3[CH:25]=[CH:26][C:21]([F:20])=[CH:22][CH:23]=3)=[CH:9][C:4]([C:3]([NH:31][C@@H:32]3[CH2:37][CH2:36][CH2:35][CH2:34][C@H:33]3[OH:38])=[O:12])=[CH:5][N:6]=2)[CH2:16][CH2:15]1, predict the reactants needed to synthesize it. The reactants are: CO[C:3](=[O:12])[C:4]1[CH:9]=[C:8](Br)[C:7](Cl)=[N:6][CH:5]=1.Cl.[CH:14]1([CH2:17][NH:18][CH3:19])[CH2:16][CH2:15]1.[F:20][C:21]1[CH:26]=[CH:25][C:24](B(O)O)=[CH:23][CH:22]=1.Cl.[NH2:31][C@@H:32]1[CH2:37][CH2:36][CH2:35][CH2:34][C@H:33]1[OH:38]. (3) The reactants are: O=C1C2C(=CC=CC=2)C(=O)[N:3]1[CH2:12][CH2:13][N:14]1[C:23]2[C:18](=[N:19][CH:20]=[C:21]([CH2:24][C:25]3[CH:30]=[CH:29][C:28]([F:31])=[CH:27][CH:26]=3)[CH:22]=2)[C:17]([OH:32])=[C:16]([C:33](OCC)=[O:34])[C:15]1=[O:38].[NH2:39][CH2:40][CH2:41][N:42]1[CH2:46][CH2:45][NH:44][C:43]1=[O:47].OS([O-])(=O)=O.[Na+]. Given the product [NH2:3][CH2:12][CH2:13][N:14]1[C:23]2[C:18](=[N:19][CH:20]=[C:21]([CH2:24][C:25]3[CH:30]=[CH:29][C:28]([F:31])=[CH:27][CH:26]=3)[CH:22]=2)[C:17]([OH:32])=[C:16]([C:33]([NH:39][CH2:40][CH2:41][N:42]2[CH2:46][CH2:45][NH:44][C:43]2=[O:47])=[O:34])[C:15]1=[O:38], predict the reactants needed to synthesize it.